Dataset: Forward reaction prediction with 1.9M reactions from USPTO patents (1976-2016). Task: Predict the product of the given reaction. (1) Given the reactants C[O:2][C:3]1[CH:8]=[CH:7][C:6]([N:9]2[C:17]3[CH:16]4[CH2:18][CH2:19][CH2:20][CH2:21][CH:15]4[CH2:14][CH2:13][C:12]=3[C:11]([CH3:22])=[N:10]2)=[CH:5][CH:4]=1.B(Br)(Br)Br, predict the reaction product. The product is: [CH3:22][C:11]1[C:12]2[CH2:13][CH2:14][CH:15]3[CH2:21][CH2:20][CH2:19][CH2:18][CH:16]3[C:17]=2[N:9]([C:6]2[CH:7]=[CH:8][C:3]([OH:2])=[CH:4][CH:5]=2)[N:10]=1. (2) Given the reactants C(C1C=CC(CN)=CC=1)(C)(C)C.O(C(OC(C)(C)C)=O)C(OC(C)(C)C)=O.[C:28]([C:32]1[CH:37]=[CH:36][C:35]([CH2:38][N:39]=[C:40]=[O:41])=[CH:34][CH:33]=1)([CH3:31])([CH3:30])[CH3:29].[NH2:42][CH2:43][C:44]1[CH:49]=[C:48]([CH:50]=[CH2:51])[C:47]([NH:52][S:53]([CH3:56])(=[O:55])=[O:54])=[C:46]([CH3:57])[CH:45]=1, predict the reaction product. The product is: [C:28]([C:32]1[CH:33]=[CH:34][C:35]([CH2:38][NH:39][C:40](=[O:41])[NH:42][CH2:43][C:44]2[CH:49]=[C:48]([CH:50]=[CH2:51])[C:47]([NH:52][S:53]([CH3:56])(=[O:55])=[O:54])=[C:46]([CH3:57])[CH:45]=2)=[CH:36][CH:37]=1)([CH3:31])([CH3:29])[CH3:30]. (3) The product is: [Cl:1][C:2]1[CH:11]=[C:10]([CH3:12])[C:9]2[C:4](=[CH:5][C:6]([O:13][S:35]([CH3:34])(=[O:37])=[O:36])=[CH:7][CH:8]=2)[N:3]=1.[Br:14][C:15]1[CH:24]=[C:23]([CH3:25])[C:22]2[C:17](=[CH:18][C:19]([O:26][S:35]([CH3:34])(=[O:37])=[O:36])=[CH:20][CH:21]=2)[N:16]=1. Given the reactants [Cl:1][C:2]1[CH:11]=[C:10]([CH3:12])[C:9]2[C:4](=[CH:5][C:6]([OH:13])=[CH:7][CH:8]=2)[N:3]=1.[Br:14][C:15]1[CH:24]=[C:23]([CH3:25])[C:22]2[C:17](=[CH:18][C:19]([OH:26])=[CH:20][CH:21]=2)[N:16]=1.C(N(CC)CC)C.[CH3:34][S:35](Cl)(=[O:37])=[O:36].C([O-])(O)=O.[Na+], predict the reaction product.